The task is: Predict the product of the given reaction.. This data is from Forward reaction prediction with 1.9M reactions from USPTO patents (1976-2016). Given the reactants C([N:8]1[CH2:13][CH2:12][C@@H:11]([NH:14][C@H:15]([C:17]2[CH:22]=[CH:21][CH:20]=[CH:19][CH:18]=2)[CH3:16])[C@H:10]([CH2:23][CH3:24])[CH2:9]1)C1C=CC=CC=1.ClC(OC(Cl)C)=O, predict the reaction product. The product is: [CH2:23]([C@H:10]1[C@H:11]([NH:14][C@H:15]([C:17]2[CH:18]=[CH:19][CH:20]=[CH:21][CH:22]=2)[CH3:16])[CH2:12][CH2:13][NH:8][CH2:9]1)[CH3:24].